This data is from Full USPTO retrosynthesis dataset with 1.9M reactions from patents (1976-2016). The task is: Predict the reactants needed to synthesize the given product. (1) Given the product [CH2:13]([C:17]1[N:18]=[C:19]([CH3:47])[N:20]([CH2:39][C:40]2[CH:45]=[CH:44][C:43]([Cl:46])=[CH:42][CH:41]=2)[C:21](=[O:38])[C:22]=1[CH2:23][C:24]1[CH:25]=[CH:26][C:27]([C:30]2[CH:35]=[CH:34][CH:33]=[CH:32][C:31]=2[C:36]2[NH:3][C:4](=[O:7])[O:5][N:37]=2)=[CH:28][CH:29]=1)[CH2:14][CH2:15][CH3:16], predict the reactants needed to synthesize it. The reactants are: [Cl-].O[NH3+:3].[C:4](=[O:7])([O-])[OH:5].[Na+].CS(C)=O.[CH2:13]([C:17]1[N:18]=[C:19]([CH3:47])[N:20]([CH2:39][C:40]2[CH:45]=[CH:44][C:43]([Cl:46])=[CH:42][CH:41]=2)[C:21](=[O:38])[C:22]=1[CH2:23][C:24]1[CH:29]=[CH:28][C:27]([C:30]2[C:31]([C:36]#[N:37])=[CH:32][CH:33]=[CH:34][CH:35]=2)=[CH:26][CH:25]=1)[CH2:14][CH2:15][CH3:16]. (2) Given the product [C:6]([OH:8])(=[O:7])[CH:5]([CH:5]([C:6]([OH:8])=[O:7])[OH:4])[OH:4], predict the reactants needed to synthesize it. The reactants are: C1[O:8][C:6](=[O:7])[CH2:5][O:4]C1=O.[Sn]. (3) Given the product [C:20]1([C:42]2[CH:43]=[CH:44][CH:45]=[CH:46][CH:47]=2)[CH:25]=[CH:24][CH:23]=[CH:22][C:21]=1[N:26]([C:27]1[CH:39]=[CH:38][C:37]2[C:36]3[C:31](=[CH:32][CH:33]=[CH:34][CH:35]=3)[C:30]([CH3:40])([CH3:41])[C:29]=2[CH:28]=1)[C:49]1[CH:61]=[CH:60][C:59]2[C:58]3[C:53](=[CH:54][CH:55]=[CH:56][CH:57]=3)[C:52]3([C:73]4[CH:72]=[CH:71][CH:70]=[CH:69][C:68]=4[C:67]4[C:62]3=[CH:63][CH:64]=[CH:65][CH:66]=4)[C:51]=2[CH:50]=1, predict the reactants needed to synthesize it. The reactants are: C(P(C(C)(C)C)C(C)(C)C)(C)(C)C.CC(C)([O-])C.[Na+].[C:20]1([C:42]2[CH:47]=[CH:46][CH:45]=[CH:44][CH:43]=2)[CH:25]=[CH:24][CH:23]=[CH:22][C:21]=1[NH:26][C:27]1[CH:39]=[CH:38][C:37]2[C:36]3[C:31](=[CH:32][CH:33]=[CH:34][CH:35]=3)[C:30]([CH3:41])([CH3:40])[C:29]=2[CH:28]=1.Br[C:49]1[CH:61]=[CH:60][C:59]2[C:58]3[C:53](=[CH:54][CH:55]=[CH:56][CH:57]=3)[C:52]3([C:73]4[CH:72]=[CH:71][CH:70]=[CH:69][C:68]=4[C:67]4[C:62]3=[CH:63][CH:64]=[CH:65][CH:66]=4)[C:51]=2[CH:50]=1. (4) Given the product [CH3:1][CH2:2][CH2:3][CH2:4][CH2:5][CH2:6][CH2:7][CH2:8][CH2:9][CH2:10][CH2:11][CH2:12][CH2:13][CH2:14][O:15][C:16]1[O:20][C:19]([C:21]([OH:23])=[O:22])=[CH:18][CH:17]=1.[C:24]([O-:27])(=[O:26])[CH3:25], predict the reactants needed to synthesize it. The reactants are: [CH3:1][CH2:2][CH2:3][CH2:4][CH2:5][CH2:6][CH2:7][CH2:8][CH2:9][CH2:10][CH2:11][CH2:12][CH2:13][CH2:14][O:15][C:16]1[O:20][C:19]([C:21]([OH:23])=[O:22])=[CH:18][CH:17]=1.[C:24]([OH:27])(=[O:26])[CH3:25]. (5) Given the product [F:16][C:7]([C:12]([F:15])([F:14])[F:13])([C:8]([F:11])([F:10])[F:9])[CH2:6][CH:5]([CH2:4][C:3]([F:24])([C:20]([F:23])([F:22])[F:21])[C:2]([F:26])([F:25])[F:1])[CH2:17][CH2:18][N:28]([CH3:29])[CH3:27], predict the reactants needed to synthesize it. The reactants are: [F:1][C:2]([F:26])([F:25])[C:3]([F:24])([C:20]([F:23])([F:22])[F:21])[CH2:4][CH:5]([CH2:17][CH2:18]I)[CH2:6][C:7]([F:16])([C:12]([F:15])([F:14])[F:13])[C:8]([F:11])([F:10])[F:9].[CH3:27][NH:28][CH3:29].C(OCC)(=O)C.C([O-])(O)=O.[Na+].